The task is: Regression. Given a peptide amino acid sequence and an MHC pseudo amino acid sequence, predict their binding affinity value. This is MHC class I binding data.. This data is from Peptide-MHC class I binding affinity with 185,985 pairs from IEDB/IMGT. (1) The peptide sequence is KTPVIVVPV. The MHC is HLA-A02:06 with pseudo-sequence HLA-A02:06. The binding affinity (normalized) is 0.118. (2) The peptide sequence is TEDQGHFPL. The MHC is HLA-B51:01 with pseudo-sequence HLA-B51:01. The binding affinity (normalized) is 0.0847. (3) The peptide sequence is KVIEKMEVL. The MHC is HLA-B27:05 with pseudo-sequence HLA-B27:05. The binding affinity (normalized) is 0.0847. (4) The peptide sequence is RILTIPQSL. The MHC is HLA-A02:01 with pseudo-sequence HLA-A02:01. The binding affinity (normalized) is 0.0227. (5) The peptide sequence is GKDKVKVLEQT. The MHC is Mamu-B08 with pseudo-sequence Mamu-B08. The binding affinity (normalized) is 0. (6) The peptide sequence is MVAKYDLLV. The MHC is HLA-A26:01 with pseudo-sequence HLA-A26:01. The binding affinity (normalized) is 0.0847. (7) The peptide sequence is KDATNLLNGL. The MHC is H-2-Db with pseudo-sequence H-2-Db. The binding affinity (normalized) is 0. (8) The peptide sequence is VALMLQGNK. The MHC is HLA-A68:01 with pseudo-sequence HLA-A68:01. The binding affinity (normalized) is 0.261. (9) The peptide sequence is VQGPGGSTY. The MHC is HLA-A02:01 with pseudo-sequence HLA-A02:01. The binding affinity (normalized) is 0.0847.